From a dataset of Forward reaction prediction with 1.9M reactions from USPTO patents (1976-2016). Predict the product of the given reaction. (1) Given the reactants P(Cl)(Cl)(Cl)=O.[ClH:6].[NH2:7][C:8]1[CH:9]=[N:10][C:11]2[C:16]([C:17]=1O)=[CH:15][CH:14]=[CH:13][CH:12]=2.[CH3:19][N:20]([CH:22]=O)[CH3:21], predict the reaction product. The product is: [Cl:6][C:17]1[C:16]2[C:11](=[CH:12][CH:13]=[CH:14][CH:15]=2)[N:10]=[CH:9][C:8]=1[N:7]=[CH:19][N:20]([CH3:22])[CH3:21]. (2) Given the reactants [CH3:1][S:2]([N:5]1[CH2:10][CH2:9][C:8]2[N:11]([CH2:24][CH2:25][CH:26]=O)[N:12]=[C:13]([C:14]3[CH:19]=[CH:18][C:17]([C:20]([F:23])([F:22])[F:21])=[CH:16][CH:15]=3)[C:7]=2[CH2:6]1)(=[O:4])=[O:3].[N:28]1([C:34]2[C:38]3[CH:39]=[CH:40][CH:41]=[CH:42][C:37]=3[S:36](=[O:44])(=[O:43])[N:35]=2)[CH2:33][CH2:32][NH:31][CH2:30][CH2:29]1.CC(O)=O.[BH-](OC(C)=O)(OC(C)=O)OC(C)=O.[Na+].C([O-])(O)=O.[Na+], predict the reaction product. The product is: [O:44]=[S:36]1(=[O:43])[C:37]2[CH:42]=[CH:41][CH:40]=[CH:39][C:38]=2[C:34]([N:28]2[CH2:33][CH2:32][N:31]([CH2:26][CH2:25][CH2:24][N:11]3[C:8]4[CH2:9][CH2:10][N:5]([S:2]([CH3:1])(=[O:4])=[O:3])[CH2:6][C:7]=4[C:13]([C:14]4[CH:19]=[CH:18][C:17]([C:20]([F:23])([F:22])[F:21])=[CH:16][CH:15]=4)=[N:12]3)[CH2:30][CH2:29]2)=[N:35]1. (3) The product is: [F:74][C:73]([F:76])([F:75])[C:71]([OH:77])=[O:72].[F:1][C:2]1[CH:23]=[CH:22][CH:21]=[C:20]([F:24])[C:3]=1[CH2:4][O:5][C:6]1[C:7]2[N:8]([C:13]([C:17]([NH:54][CH2:55][C:56]3([NH:62][C:63](=[O:69])[O:64][C:65]([CH3:67])([CH3:66])[CH3:68])[CH2:61][CH2:60][CH2:59][CH2:58][CH2:57]3)=[O:18])=[C:14]([CH3:16])[N:15]=2)[CH:9]=[C:10]([CH3:12])[CH:11]=1. Given the reactants [F:1][C:2]1[CH:23]=[CH:22][CH:21]=[C:20]([F:24])[C:3]=1[CH2:4][O:5][C:6]1[C:7]2[N:8]([C:13]([C:17](O)=[O:18])=[C:14]([CH3:16])[N:15]=2)[CH:9]=[C:10]([CH3:12])[CH:11]=1.F[B-](F)(F)F.N1(O[C+](N(C)C)N(C)C)C2C=CC=CC=2N=N1.CN1CCOCC1.[NH2:54][CH2:55][C:56]1([NH:62][C:63](=[O:69])[O:64][C:65]([CH3:68])([CH3:67])[CH3:66])[CH2:61][CH2:60][CH2:59][CH2:58][CH2:57]1.O.[C:71]([OH:77])([C:73]([F:76])([F:75])[F:74])=[O:72], predict the reaction product. (4) Given the reactants Br[C:2]1[CH:7]=[CH:6][C:5]([C:8]2[O:12][N:11]=[C:10]([CH3:13])[C:9]=2[CH2:14][CH2:15][OH:16])=[CH:4][CH:3]=1.[CH2:17]([O:19][C:20]([C:22]1([C:25]2[CH:30]=[CH:29][C:28](B3OC(C)(C)C(C)(C)O3)=[CH:27][CH:26]=2)[CH2:24][CH2:23]1)=[O:21])[CH3:18], predict the reaction product. The product is: [CH2:17]([O:19][C:20]([C:22]1([C:25]2[CH:30]=[CH:29][C:28]([C:2]3[CH:7]=[CH:6][C:5]([C:8]4[O:12][N:11]=[C:10]([CH3:13])[C:9]=4[CH2:14][CH2:15][OH:16])=[CH:4][CH:3]=3)=[CH:27][CH:26]=2)[CH2:23][CH2:24]1)=[O:21])[CH3:18]. (5) Given the reactants N1C=CC=C[CH:2]=1.C(OC(=O)C)(=O)C.CN(C1C=CC=CN=1)C.[C:23]([O:26][C:27]1[CH:32]=[C:31]([CH3:33])[CH:30]=[C:29]([F:34])[C:28]=1[C:35](=[O:46])[C:36]1[CH:41]=[CH:40][C:39]([O:42][CH2:43][CH2:44]C)=[CH:38][CH:37]=1)(=[O:25])[CH3:24], predict the reaction product. The product is: [C:23]([O:26][C:27]1[CH:32]=[C:31]([CH3:33])[CH:30]=[C:29]([F:34])[C:28]=1[C:35](=[O:46])[C:36]1[CH:41]=[CH:40][C:39]([O:42][CH:43]([CH3:2])[CH3:44])=[CH:38][CH:37]=1)(=[O:25])[CH3:24].